This data is from Peptide-MHC class I binding affinity with 185,985 pairs from IEDB/IMGT. The task is: Regression. Given a peptide amino acid sequence and an MHC pseudo amino acid sequence, predict their binding affinity value. This is MHC class I binding data. (1) The binding affinity (normalized) is 0.0881. The MHC is HLA-A03:01 with pseudo-sequence HLA-A03:01. The peptide sequence is TQSRDLEDFK. (2) The peptide sequence is QAKWRLQTL. The MHC is HLA-B40:02 with pseudo-sequence HLA-B40:02. The binding affinity (normalized) is 0. (3) The peptide sequence is SLCSCICTV. The MHC is HLA-A02:01 with pseudo-sequence HLA-A02:01. The binding affinity (normalized) is 0.893. (4) The peptide sequence is TSPIVPSF. The MHC is Mamu-A01 with pseudo-sequence Mamu-A01. The binding affinity (normalized) is 0.560.